From a dataset of Forward reaction prediction with 1.9M reactions from USPTO patents (1976-2016). Predict the product of the given reaction. (1) Given the reactants [CH3:1][C:2]1([CH3:14])[C:6]([CH3:8])([CH3:7])[O:5][B:4]([C:9]2[CH:10]=[N:11][NH:12][CH:13]=2)[O:3]1.Cl[CH2:16][C:17]1[CH:22]=[CH:21][N:20]=[CH:19][CH:18]=1.C(=O)([O-])[O-].[Cs+].[Cs+], predict the reaction product. The product is: [CH3:1][C:2]1([CH3:14])[C:6]([CH3:7])([CH3:8])[O:5][B:4]([C:9]2[CH:13]=[N:12][N:11]([CH2:16][C:17]3[CH:22]=[CH:21][N:20]=[CH:19][CH:18]=3)[CH:10]=2)[O:3]1. (2) Given the reactants [F:1][CH:2]1[CH2:5][N:4]([C:6]2[N:11]=[CH:10][N:9]=[C:8]3[N:12]([CH3:21])[N:13]=[C:14]([C:15]4[CH:16]=[N:17][N:18]([CH3:20])[CH:19]=4)[C:7]=23)[CH2:3]1.Br[C:23]1[CH:28]=[CH:27][C:26]([CH:29]2[CH2:31][CH2:30]2)=[CH:25][CH:24]=1.C(=O)([O-])[O-].[K+].[K+], predict the reaction product. The product is: [CH:29]1([C:26]2[CH:27]=[CH:28][C:23]([C:19]3[N:18]([CH3:20])[N:17]=[CH:16][C:15]=3[C:14]3[C:7]4[C:8](=[N:9][CH:10]=[N:11][C:6]=4[N:4]4[CH2:3][CH:2]([F:1])[CH2:5]4)[N:12]([CH3:21])[N:13]=3)=[CH:24][CH:25]=2)[CH2:31][CH2:30]1. (3) Given the reactants [Cl:1][C:2]1[CH:3]=[C:4]([CH:17]=[C:18]([N+:20]([O-])=O)[CH:19]=1)[O:5][CH2:6][C:7]1[CH:16]=[CH:15][C:10]([C:11]([NH:13][CH3:14])=[O:12])=[CH:9][CH:8]=1.[NH4+].[Cl-], predict the reaction product. The product is: [NH2:20][C:18]1[CH:17]=[C:4]([CH:3]=[C:2]([Cl:1])[CH:19]=1)[O:5][CH2:6][C:7]1[CH:16]=[CH:15][C:10]([C:11]([NH:13][CH3:14])=[O:12])=[CH:9][CH:8]=1. (4) Given the reactants [NH2:1][C:2]1[CH:7]=[CH:6][C:5]([F:8])=[CH:4][C:3]=1[NH2:9].[N:10]1([C:16]2[N:17]=[C:18]([CH2:23][C:24]([O-])=O)[NH:19][C:20](=[O:22])[CH:21]=2)[CH2:15][CH2:14][O:13][CH2:12][CH2:11]1.[Na+].O.[Cl-].COC1N=C(OC)N=C([N+]2(C)CCOCC2)N=1.C(OCC)(=O)C, predict the reaction product. The product is: [F:8][C:5]1[CH:6]=[CH:7][C:2]2[NH:1][C:24]([CH2:23][C:18]3[NH:19][C:20](=[O:22])[CH:21]=[C:16]([N:10]4[CH2:15][CH2:14][O:13][CH2:12][CH2:11]4)[N:17]=3)=[N:9][C:3]=2[CH:4]=1. (5) Given the reactants [Cl:1][C:2]1[CH:9]=[C:8]([OH:10])[CH:7]=[C:6]([Cl:11])[C:3]=1[CH:4]=[O:5].[C:12](=O)([O-])[O-].[K+].[K+].CI, predict the reaction product. The product is: [Cl:1][C:2]1[CH:9]=[C:8]([O:10][CH3:12])[CH:7]=[C:6]([Cl:11])[C:3]=1[CH:4]=[O:5].